The task is: Predict the product of the given reaction.. This data is from Forward reaction prediction with 1.9M reactions from USPTO patents (1976-2016). Given the reactants [NH2:1][C@@H:2]([CH2:16][CH2:17][CH2:18][CH2:19][NH:20][C:21](=[O:31])[CH2:22][O:23][CH2:24][C:25]1[CH:30]=[CH:29][CH:28]=[CH:27][CH:26]=1)[C:3]([NH:5][C:6]1[CH:7]=[CH:8][CH:9]=[C:10]2[C:15]=1[N:14]=[CH:13][CH:12]=[CH:11]2)=[O:4].Cl[C:33]([O:35][CH2:36][C:37]1[CH:42]=[CH:41][CH:40]=[CH:39][CH:38]=1)=[O:34].C(N(CC)CC)C, predict the reaction product. The product is: [CH2:24]([O:23][CH2:22][C:21]([NH:20][CH2:19][CH2:18][CH2:17][CH2:16][C@H:2]([NH:1][C:33](=[O:34])[O:35][CH2:36][C:37]1[CH:42]=[CH:41][CH:40]=[CH:39][CH:38]=1)[C:3](=[O:4])[NH:5][C:6]1[CH:7]=[CH:8][CH:9]=[C:10]2[C:15]=1[N:14]=[CH:13][CH:12]=[CH:11]2)=[O:31])[C:25]1[CH:26]=[CH:27][CH:28]=[CH:29][CH:30]=1.